This data is from Catalyst prediction with 721,799 reactions and 888 catalyst types from USPTO. The task is: Predict which catalyst facilitates the given reaction. Reactant: [NH2:1][C:2]1[CH:15]=[C:14]([Cl:16])[C:13]([N+:17]([O-])=O)=[CH:12][C:3]=1[CH2:4][NH:5][C:6](=[O:11])[C:7]([CH3:10])([CH3:9])[CH3:8].O.NN. Product: [NH2:1][C:2]1[CH:15]=[C:14]([Cl:16])[C:13]([NH2:17])=[CH:12][C:3]=1[CH2:4][NH:5][C:6](=[O:11])[C:7]([CH3:10])([CH3:9])[CH3:8]. The catalyst class is: 94.